This data is from NCI-60 drug combinations with 297,098 pairs across 59 cell lines. The task is: Regression. Given two drug SMILES strings and cell line genomic features, predict the synergy score measuring deviation from expected non-interaction effect. Drug 1: CC12CCC3C(C1CCC2O)C(CC4=C3C=CC(=C4)O)CCCCCCCCCS(=O)CCCC(C(F)(F)F)(F)F. Drug 2: CC1=C(C(=O)C2=C(C1=O)N3CC4C(C3(C2COC(=O)N)OC)N4)N. Cell line: OVCAR-8. Synergy scores: CSS=23.0, Synergy_ZIP=-2.29, Synergy_Bliss=-0.384, Synergy_Loewe=-25.2, Synergy_HSA=-4.37.